This data is from Clinical trial toxicity outcomes and FDA approval status for drugs. The task is: Regression/Classification. Given a drug SMILES string, predict its toxicity properties. Task type varies by dataset: regression for continuous values (e.g., LD50, hERG inhibition percentage) or binary classification for toxic/non-toxic outcomes (e.g., AMES mutagenicity, cardiotoxicity, hepatotoxicity). Dataset: clintox. (1) The molecule is C[NH+](C)CCOC(C)(c1ccccc1)c1ccccn1. The result is 0 (passed clinical trial). (2) The drug is CCC(C)CCCCC(=O)NC(CC[NH3+])C(=O)NC(C(=O)NC(CC[NH3+])C(=O)NC1CCNC(=O)C(C(C)O)NC(=O)C(CC[NH3+])NC(=O)C(CC[NH3+])NC(=O)C(CC(C)C)NC(=O)C(Cc2ccccc2)NC(=O)C(CC[NH3+])NC1=O)C(C)O. The result is 0 (passed clinical trial).